Dataset: Forward reaction prediction with 1.9M reactions from USPTO patents (1976-2016). Task: Predict the product of the given reaction. (1) Given the reactants [Cl:1][C:2]1[CH:7]=[CH:6][C:5]([NH:8][C:9]([CH:11]2[CH2:16][C:15]([F:18])([F:17])[CH2:14][NH:13][CH2:12]2)=[O:10])=[CH:4][CH:3]=1.[N:19]1[CH:24]=[CH:23][CH:22]=[N:21][C:20]=1[C:25]1[CH:26]=[C:27]([CH:31]=[CH:32][CH:33]=1)[C:28](O)=[O:29].Cl.CN(C)CCCN=C=NCC.C(N(CC)C(C)C)(C)C, predict the reaction product. The product is: [Cl:1][C:2]1[CH:3]=[CH:4][C:5]([NH:8][C:9]([CH:11]2[CH2:16][C:15]([F:18])([F:17])[CH2:14][N:13]([C:28](=[O:29])[C:27]3[CH:31]=[CH:32][CH:33]=[C:25]([C:20]4[N:19]=[CH:24][CH:23]=[CH:22][N:21]=4)[CH:26]=3)[CH2:12]2)=[O:10])=[CH:6][CH:7]=1. (2) Given the reactants [NH2:1][C:2]1[CH:7]=[CH:6][C:5]([C:8]2[NH:9][C:10](=[O:24])[C:11]3[C:16]([CH:17]4[CH2:22][CH2:21][CH2:20][CH2:19][CH2:18]4)=[N:15][N:14]([CH3:23])[C:12]=3[N:13]=2)=[C:4]([O:25][CH3:26])[CH:3]=1.[O-:27][C:28]#[N:29].[K+], predict the reaction product. The product is: [CH:17]1([C:16]2[C:11]3[C:10](=[O:24])[NH:9][C:8]([C:5]4[CH:6]=[CH:7][C:2]([NH:1][C:28]([NH2:29])=[O:27])=[CH:3][C:4]=4[O:25][CH3:26])=[N:13][C:12]=3[N:14]([CH3:23])[N:15]=2)[CH2:22][CH2:21][CH2:20][CH2:19][CH2:18]1. (3) Given the reactants [F:1][C:2]1[CH:7]=[CH:6][C:5]([C:8]([C:16]2[CH:21]=[CH:20][C:19]([F:22])=[CH:18][CH:17]=2)([C:10]2[CH:15]=[CH:14][N:13]=[CH:12][CH:11]=2)[OH:9])=[CH:4][CH:3]=1, predict the reaction product. The product is: [F:1][C:2]1[CH:7]=[CH:6][C:5]([C:8]([C:16]2[CH:17]=[CH:18][C:19]([F:22])=[CH:20][CH:21]=2)([CH:10]2[CH2:11][CH2:12][NH:13][CH2:14][CH2:15]2)[OH:9])=[CH:4][CH:3]=1. (4) The product is: [F:1][C:2]1[CH:7]=[CH:6][C:5]([C:8](=[O:9])[CH2:13][CH2:14][CH2:15][N:16]2[CH2:21][CH2:20][O:19][CH:18]([CH2:22][OH:23])[CH2:17]2)=[CH:4][CH:3]=1. Given the reactants [F:1][C:2]1[CH:7]=[CH:6][C:5]([C:8]2([CH2:13][CH2:14][CH2:15][N:16]3[CH2:21][CH2:20][O:19][CH:18]([CH2:22][OH:23])[CH2:17]3)OCC[O:9]2)=[CH:4][CH:3]=1.Cl, predict the reaction product.